Task: Regression. Given two drug SMILES strings and cell line genomic features, predict the synergy score measuring deviation from expected non-interaction effect.. Dataset: Merck oncology drug combination screen with 23,052 pairs across 39 cell lines (1) Drug 1: CN1C(=O)C=CC2(C)C3CCC4(C)C(NC(=O)OCC(F)(F)F)CCC4C3CCC12. Drug 2: C#Cc1cccc(Nc2ncnc3cc(OCCOC)c(OCCOC)cc23)c1. Cell line: OCUBM. Synergy scores: synergy=24.4. (2) Drug 1: CN1C(=O)C=CC2(C)C3CCC4(C)C(NC(=O)OCC(F)(F)F)CCC4C3CCC12. Drug 2: CCN(CC)CCNC(=O)c1c(C)[nH]c(C=C2C(=O)Nc3ccc(F)cc32)c1C. Cell line: MDAMB436. Synergy scores: synergy=5.58.